Task: Predict the reactants needed to synthesize the given product.. Dataset: Full USPTO retrosynthesis dataset with 1.9M reactions from patents (1976-2016) (1) Given the product [Cl:1][C:2]1[CH:3]=[CH:4][C:5]([CH:8]([O:29][C:31]2[CH:32]=[CH:33][CH:34]=[CH:35][C:30]=2[CH3:37])[CH2:9][CH2:10][N:11]2[CH2:16][CH2:15][CH:14]([C:17]3[CH:18]=[C:19]([NH:23][C:24](=[O:28])[CH:25]([CH3:26])[CH3:27])[CH:20]=[CH:21][CH:22]=3)[CH2:13][CH2:12]2)=[CH:6][CH:7]=1, predict the reactants needed to synthesize it. The reactants are: [Cl:1][C:2]1[CH:7]=[CH:6][C:5]([CH:8]([OH:29])[CH2:9][CH2:10][N:11]2[CH2:16][CH2:15][CH:14]([C:17]3[CH:18]=[C:19]([NH:23][C:24](=[O:28])[CH:25]([CH3:27])[CH3:26])[CH:20]=[CH:21][CH:22]=3)[CH2:13][CH2:12]2)=[CH:4][CH:3]=1.[C:30]1([CH3:37])[C:35](O)=[CH:34][CH:33]=[CH:32][CH:31]=1. (2) Given the product [OH:67][C@@H:64]1[C@H:61]2[N:62]([C:51](=[O:53])[C@@H:50]([NH:49][C:47](=[O:48])[O:46][C:42]([CH3:43])([CH3:44])[CH3:45])[C:54]([CH3:57])([CH3:56])[CH3:55])[CH2:63][C@@H:59]([CH3:58])[C@H:60]2[O:66][CH2:65]1, predict the reactants needed to synthesize it. The reactants are: CN1CCOCC1.F[P-](F)(F)(F)(F)F.N1(OC(N(C)C)=[N+](C)C)C2C=CC=CC=2N=N1.ON1C2C=CC=CC=2N=N1.[C:42]([O:46][C:47]([NH:49][C@@H:50]([C:54]([CH3:57])([CH3:56])[CH3:55])[C:51]([OH:53])=O)=[O:48])([CH3:45])([CH3:44])[CH3:43].[CH3:58][C@@H:59]1[CH2:63][NH:62][C@@H:61]2[C@@H:64]([OH:67])[CH2:65][O:66][C@H:60]12. (3) Given the product [CH2:1]([N:3]1[C:12]2[C:7](=[C:8]([F:33])[C:9]([O:23][CH2:24][C:25]3[CH:26]=[CH:27][C:28]([O:31][CH3:32])=[CH:29][CH:30]=3)=[C:10]([O:13][CH2:14][C:15]3[CH:16]=[CH:17][C:18]([O:21][CH3:22])=[CH:19][CH:20]=3)[CH:11]=2)[C:6](=[O:34])[C:5]([C:35]([OH:37])=[O:36])=[CH:4]1)[CH3:2], predict the reactants needed to synthesize it. The reactants are: [CH2:1]([N:3]1[C:12]2[C:7](=[C:8]([F:33])[C:9]([O:23][CH2:24][C:25]3[CH:30]=[CH:29][C:28]([O:31][CH3:32])=[CH:27][CH:26]=3)=[C:10]([O:13][CH2:14][C:15]3[CH:20]=[CH:19][C:18]([O:21][CH3:22])=[CH:17][CH:16]=3)[CH:11]=2)[C:6](=[O:34])[C:5]([C:35]([O:37]CC2C=CC(OC)=CC=2)=[O:36])=[CH:4]1)[CH3:2].[OH-].[K+]. (4) The reactants are: I[C:2]1[C:10]2[CH:9]=[C:8]([C:11]3[CH:16]=[CH:15][CH:14]=[CH:13][CH:12]=3)[N:7]=[N:6][C:5]=2[N:4]([S:17]([C:20]2[CH:25]=[CH:24][CH:23]=[CH:22][CH:21]=2)(=[O:19])=[O:18])[CH:3]=1.[Cl-].[Li+].[CH3:28][N:29]1[CH:33]=[C:32](B2OC(C)(C)C(C)(C)O2)[CH:31]=[N:30]1.C(=O)([O-])[O-].[Na+].[Na+]. Given the product [CH3:28][N:29]1[CH:33]=[C:32]([C:2]2[C:10]3[CH:9]=[C:8]([C:11]4[CH:16]=[CH:15][CH:14]=[CH:13][CH:12]=4)[N:7]=[N:6][C:5]=3[N:4]([S:17]([C:20]3[CH:25]=[CH:24][CH:23]=[CH:22][CH:21]=3)(=[O:19])=[O:18])[CH:3]=2)[CH:31]=[N:30]1, predict the reactants needed to synthesize it.